Task: Regression. Given a peptide amino acid sequence and an MHC pseudo amino acid sequence, predict their binding affinity value. This is MHC class II binding data.. Dataset: Peptide-MHC class II binding affinity with 134,281 pairs from IEDB (1) The peptide sequence is ARDRSIALTFLAVGG. The MHC is DRB1_0401 with pseudo-sequence DRB1_0401. The binding affinity (normalized) is 0.643. (2) The peptide sequence is RPGGAGRDGGQLRIP. The MHC is HLA-DPA10301-DPB10402 with pseudo-sequence HLA-DPA10301-DPB10402. The binding affinity (normalized) is 0.277. (3) The binding affinity (normalized) is 0.318. The peptide sequence is RCALHWFPGSHLLHV. The MHC is HLA-DPA10301-DPB10402 with pseudo-sequence HLA-DPA10301-DPB10402. (4) The peptide sequence is DMFFATVGFALGVFV. The MHC is DRB1_0401 with pseudo-sequence DRB1_0401. The binding affinity (normalized) is 0.533. (5) The peptide sequence is MASPGSGFWSFGSED. The MHC is H-2-IAd with pseudo-sequence H-2-IAd. The binding affinity (normalized) is 0. (6) The MHC is DRB1_0101 with pseudo-sequence DRB1_0101. The binding affinity (normalized) is 0.790. The peptide sequence is RINWVTGGIAIAMAC. (7) The peptide sequence is AGSYAADLGYGPATP. The MHC is DRB1_0701 with pseudo-sequence DRB1_0701. The binding affinity (normalized) is 0.0844. (8) The MHC is DRB1_0701 with pseudo-sequence DRB1_0701. The binding affinity (normalized) is 0.262. The peptide sequence is AAEILRPAKRFPPALPIWAR.